From a dataset of Catalyst prediction with 721,799 reactions and 888 catalyst types from USPTO. Predict which catalyst facilitates the given reaction. (1) Reactant: [NH2:1][C:2]([CH3:29])([CH3:28])[CH2:3][NH:4][CH:5]([C:9]1[N:18]([CH2:19][C:20]2[CH:25]=[CH:24][CH:23]=[CH:22][CH:21]=2)[C:17](=[O:26])[C:16]2[C:11](=[CH:12][C:13]([Cl:27])=[CH:14][CH:15]=2)[N:10]=1)[CH:6]([CH3:8])[CH3:7].C(N(CC)CC)C.[F:37][C:38]1[CH:46]=[CH:45][C:41]([C:42](Cl)=O)=[CH:40][C:39]=1[CH3:47]. Product: [CH2:19]([N:18]1[C:17](=[O:26])[C:16]2[C:11](=[CH:12][C:13]([Cl:27])=[CH:14][CH:15]=2)[N:10]=[C:9]1[CH:5]([N:4]1[CH2:3][C:2]([CH3:29])([CH3:28])[N:1]=[C:42]1[C:41]1[CH:45]=[CH:46][C:38]([F:37])=[C:39]([CH3:47])[CH:40]=1)[CH:6]([CH3:8])[CH3:7])[C:20]1[CH:21]=[CH:22][CH:23]=[CH:24][CH:25]=1. The catalyst class is: 4. (2) Reactant: [CH2:1]([O:3][C:4](=[O:22])[C:5]([CH3:21])([O:14][C:15]1[CH:20]=[CH:19][CH:18]=[CH:17][CH:16]=1)[CH2:6][C:7]1[CH:12]=[CH:11][CH:10]=[C:9]([OH:13])[CH:8]=1)[CH3:2].[CH3:23][N:24]1[CH:28]([CH2:29][CH2:30]OS(C2C=CC(C)=CC=2)(=O)=O)[CH2:27][N:26]([CH2:42][C:43]2[CH:48]=[CH:47][C:46]([C:49]([F:52])([F:51])[F:50])=[CH:45][CH:44]=2)[C:25]1=[O:53].C([O-])([O-])=O.[Cs+].[Cs+]. Product: [CH2:1]([O:3][C:4](=[O:22])[C:5]([CH3:21])([O:14][C:15]1[CH:20]=[CH:19][CH:18]=[CH:17][CH:16]=1)[CH2:6][C:7]1[CH:12]=[CH:11][CH:10]=[C:9]([O:13][CH2:30][CH2:29][CH:28]2[CH2:27][N:26]([CH2:42][C:43]3[CH:48]=[CH:47][C:46]([C:49]([F:51])([F:52])[F:50])=[CH:45][CH:44]=3)[C:25](=[O:53])[N:24]2[CH3:23])[CH:8]=1)[CH3:2]. The catalyst class is: 3. (3) Reactant: Br[C:2]1[CH:7]=[C:6]([NH:8][C:9](=[O:19])[C:10]2[C:15]([Cl:16])=[CH:14][C:13]([Cl:17])=[CH:12][C:11]=2[Cl:18])[CH:5]=[CH:4][N:3]=1.[N:20]1[CH:25]=[CH:24][C:23]([NH2:26])=[N:22][CH:21]=1.CC1(C)C2C(=C(P(C3C=CC=CC=3)C3C=CC=CC=3)C=CC=2)OC2C(P(C3C=CC=CC=3)C3C=CC=CC=3)=CC=CC1=2.C([O-])([O-])=O.[Cs+].[Cs+]. Product: [Cl:18][C:11]1[CH:12]=[C:13]([Cl:17])[CH:14]=[C:15]([Cl:16])[C:10]=1[C:9]([NH:8][C:6]1[CH:5]=[CH:4][N:3]=[C:2]([NH:26][C:23]2[CH:24]=[CH:25][N:20]=[CH:21][N:22]=2)[CH:7]=1)=[O:19]. The catalyst class is: 102. (4) Reactant: [NH2:1][C:2]1[CH:3]=[C:4]([S:8]([N:11]([C:18]2[CH:23]=[CH:22][CH:21]=[CH:20][C:19]=2[C:24]([O:41][Si:42]([CH2:47][CH3:48])([CH2:45][CH3:46])[CH2:43][CH3:44])([C:37]([F:40])([F:39])[F:38])[C:25]#[C:26][C:27]2[CH:32]=[CH:31][C:30]([S:33]([CH3:36])(=[O:35])=[O:34])=[CH:29][CH:28]=2)[CH2:12][CH2:13][C:14]([F:17])([F:16])[F:15])(=[O:10])=[O:9])[CH:5]=[CH:6][CH:7]=1.N1C(C)=CC=CC=1C.[CH3:57][S:58](Cl)(=[O:60])=[O:59]. Product: [CH3:57][S:58]([NH:1][C:2]1[CH:3]=[C:4]([S:8]([N:11]([C:18]2[CH:23]=[CH:22][CH:21]=[CH:20][C:19]=2[C:24]([O:41][Si:42]([CH2:43][CH3:44])([CH2:45][CH3:46])[CH2:47][CH3:48])([C:37]([F:40])([F:38])[F:39])[C:25]#[C:26][C:27]2[CH:28]=[CH:29][C:30]([S:33]([CH3:36])(=[O:35])=[O:34])=[CH:31][CH:32]=2)[CH2:12][CH2:13][C:14]([F:17])([F:16])[F:15])(=[O:9])=[O:10])[CH:5]=[CH:6][CH:7]=1)(=[O:60])=[O:59]. The catalyst class is: 4. (5) Reactant: Cl[C:2]1[N:7]=[CH:6][N:5]=[C:4]([NH:8][C:9]2[CH:14]=[CH:13][C:12]([N:15]3[CH2:20][CH2:19][N:18]([CH:21]4[CH2:24][O:23][CH2:22]4)[CH2:17][CH2:16]3)=[C:11]([O:25][CH3:26])[CH:10]=2)[N:3]=1.[F:27][C@H:28]1[C@@H:33]([O:34][C:35]2[CH:42]=[CH:41][C:40](B3OC(C)(C)C(C)(C)O3)=[CH:39][C:36]=2[C:37]#[N:38])[CH2:32][CH2:31][N:30]([C:52](=[O:55])[CH2:53][OH:54])[CH2:29]1.C(=O)([O-])[O-].[Na+].[Na+]. Product: [F:27][C@H:28]1[C@@H:33]([O:34][C:35]2[CH:42]=[CH:41][C:40]([C:2]3[N:3]=[C:4]([NH:8][C:9]4[CH:14]=[CH:13][C:12]([N:15]5[CH2:20][CH2:19][N:18]([CH:21]6[CH2:24][O:23][CH2:22]6)[CH2:17][CH2:16]5)=[C:11]([O:25][CH3:26])[CH:10]=4)[N:5]=[CH:6][N:7]=3)=[CH:39][C:36]=2[C:37]#[N:38])[CH2:32][CH2:31][N:30]([C:52](=[O:55])[CH2:53][OH:54])[CH2:29]1. The catalyst class is: 104.